Dataset: Catalyst prediction with 721,799 reactions and 888 catalyst types from USPTO. Task: Predict which catalyst facilitates the given reaction. (1) Reactant: [CH2:1]([O:8][CH2:9][C:10]1[O:14][N:13]=[C:12]([C:15]([OH:17])=O)[CH:11]=1)[C:2]1[CH:7]=[CH:6][CH:5]=[CH:4][CH:3]=1.[O:18]1[CH2:22][CH2:21][O:20][C:19]1=NC.O[N:26]1[C:30]2C=CC=CC=2N=N1.Cl.C(N=C=NCCCN(C)C)C. Product: [O:20]1[CH2:21][CH2:22][O:18][C:19]1=[CH:30][NH:26][C:15]([C:12]1[CH:11]=[C:10]([CH2:9][O:8][CH2:1][C:2]2[CH:3]=[CH:4][CH:5]=[CH:6][CH:7]=2)[O:14][N:13]=1)=[O:17]. The catalyst class is: 22. (2) Reactant: [C:1](#[N:4])[CH:2]=[CH2:3].[Br:5][C:6]1[CH:12]=[CH:11][C:9]([NH2:10])=[C:8](I)[CH:7]=1.C([O-])(O)=O.[Na+].O. Product: [NH2:10][C:9]1[CH:11]=[CH:12][C:6]([Br:5])=[CH:7][C:8]=1/[CH:3]=[CH:2]/[C:1]#[N:4]. The catalyst class is: 416. (3) Reactant: [F:1][C:2]1[CH:17]=[CH:16][C:5]([O:6][CH:7]2[CH2:14][CH:13]3[CH:9]([CH2:10][C:11](=[O:15])[CH2:12]3)[CH2:8]2)=[CH:4][CH:3]=1.[BH4-].[Na+]. Product: [F:1][C:2]1[CH:3]=[CH:4][C:5]([O:6][CH:7]2[CH:8]=[C:9]3[CH:13]([CH2:12][CH:11]([OH:15])[CH2:10]3)[CH2:14]2)=[CH:16][CH:17]=1. The catalyst class is: 8.